This data is from Full USPTO retrosynthesis dataset with 1.9M reactions from patents (1976-2016). The task is: Predict the reactants needed to synthesize the given product. (1) Given the product [CH3:1][O:2][C:3](=[O:12])[C:4]1[CH:9]=[CH:8][CH:7]=[C:6]([O:10][CH2:13][C:14]2[CH:19]=[CH:18][CH:17]=[CH:16][CH:15]=2)[C:5]=1[O:11][CH2:3][C:4]1[CH:9]=[CH:8][CH:7]=[CH:6][CH:5]=1, predict the reactants needed to synthesize it. The reactants are: [CH3:1][O:2][C:3](=[O:12])[C:4]1[CH:9]=[CH:8][CH:7]=[C:6]([OH:10])[C:5]=1[OH:11].[CH2:13](Cl)[C:14]1[CH:19]=[CH:18][CH:17]=[CH:16][CH:15]=1. (2) Given the product [NH3:14].[CH2:12]([N:14]1[C:18]([C:19]2[S:29][C:22]3[N:23]=[CH:24][N:25]=[C:26]([NH2:36])[C:21]=3[CH:20]=2)=[C:17]([C:30]2[CH:35]=[CH:34][CH:33]=[CH:32][CH:31]=2)[N:16]=[CH:15]1)[CH3:13], predict the reactants needed to synthesize it. The reactants are: C1C=C(Cl)C=C(C(OO)=O)C=1.[CH2:12]([N:14]1[C:18]([C:19]2[S:29][C:22]3[N:23]=[CH:24][N:25]=[C:26](SC)[C:21]=3[CH:20]=2)=[C:17]([C:30]2[CH:35]=[CH:34][CH:33]=[CH:32][CH:31]=2)[N:16]=[CH:15]1)[CH3:13].[NH3:36]. (3) Given the product [CH:8]1([CH:4]([N+:5]([O-:7])=[O:6])[CH:3]([NH:16][CH:17]([C:22]([CH3:25])([CH3:24])[CH3:23])[C:18]([O:20][CH3:21])=[O:19])[C:2]([F:14])([F:15])[F:1])[CH2:9][CH2:10][CH2:11][CH2:12][CH2:13]1, predict the reactants needed to synthesize it. The reactants are: [F:1][C:2]([F:15])([F:14])[CH:3]=[C:4]([CH:8]1[CH2:13][CH2:12][CH2:11][CH2:10][CH2:9]1)[N+:5]([O-:7])=[O:6].[NH2:16][C@@H:17]([C:22]([CH3:25])([CH3:24])[CH3:23])[C:18]([O:20][CH3:21])=[O:19].C(N(C(C)C)CC)(C)C. (4) Given the product [CH:2]1([CH2:5][O:6][C:7]2[CH:12]=[C:11]([F:13])[CH:10]=[CH:9][C:8]=2[C:14]2[CH:19]=[CH:18][N:17]=[C:16]3[C:20]([C:24]([NH:26][CH:27]4[CH2:28][CH2:29][N:30]([C:38](=[O:39])[CH2:37][O:36][CH3:33])[CH2:31][CH2:32]4)=[O:25])=[C:21]([CH3:23])[NH:22][C:15]=23)[CH2:4][CH2:3]1, predict the reactants needed to synthesize it. The reactants are: Cl.[CH:2]1([CH2:5][O:6][C:7]2[CH:12]=[C:11]([F:13])[CH:10]=[CH:9][C:8]=2[C:14]2[CH:19]=[CH:18][N:17]=[C:16]3[C:20]([C:24]([NH:26][CH:27]4[CH2:32][CH2:31][NH:30][CH2:29][CH2:28]4)=[O:25])=[C:21]([CH3:23])[NH:22][C:15]=23)[CH2:4][CH2:3]1.[C:33]([O:36][CH2:37][C:38](Cl)=[O:39])(=O)C. (5) Given the product [NH2:1][C:2]1[N:6]([C:7]2[CH:12]=[CH:11][C:10]([F:13])=[CH:9][CH:8]=2)[N:5]=[CH:4][C:3]=1[C:14](=[O:22])[C:15]1[CH:20]=[CH:19][CH:18]=[C:17]([O:21][CH2:29][C:24]2[CH:25]=[CH:26][CH:27]=[CH:28][N:23]=2)[CH:16]=1, predict the reactants needed to synthesize it. The reactants are: [NH2:1][C:2]1[N:6]([C:7]2[CH:12]=[CH:11][C:10]([F:13])=[CH:9][CH:8]=2)[N:5]=[CH:4][C:3]=1[C:14](=[O:22])[C:15]1[CH:20]=[CH:19][CH:18]=[C:17]([OH:21])[CH:16]=1.[N:23]1[CH:28]=[CH:27][CH:26]=[CH:25][C:24]=1[CH2:29]O.C1(P(C2C=CC=CC=2)C2C=CC=CC=2)C=CC=CC=1.CCOC(/N=N/C(OCC)=O)=O. (6) Given the product [CH:49]1([NH:52][C:53](=[O:58])[CH2:54][N:55]([CH2:56][CH3:57])[C:21]([C:6]2[CH:7]=[C:8]3[C:3](=[CH:4][CH:5]=2)[N:2]([CH3:1])[C:14]2[CH2:13][CH2:12][CH:11]([CH:15]4[CH2:16][CH2:17][O:18][CH2:19][CH2:20]4)[CH2:10][C:9]3=2)=[O:23])[CH2:51][CH2:50]1, predict the reactants needed to synthesize it. The reactants are: [CH3:1][N:2]1[C:14]2[CH2:13][CH2:12][CH:11]([CH:15]3[CH2:20][CH2:19][O:18][CH2:17][CH2:16]3)[CH2:10][C:9]=2[C:8]2[C:3]1=[CH:4][CH:5]=[C:6]([C:21]([OH:23])=O)[CH:7]=2.CN(C(ON1N=NC2C=CC=NC1=2)=[N+](C)C)C.F[P-](F)(F)(F)(F)F.Cl.[CH:49]1([NH:52][C:53](=[O:58])[CH2:54][NH:55][CH2:56][CH3:57])[CH2:51][CH2:50]1.C(N(CC)C(C)C)(C)C.